This data is from Reaction yield outcomes from USPTO patents with 853,638 reactions. The task is: Predict the reaction yield, written as a fraction of the theoretical maximum amount of product (1.0 means a 100% yield; for example, 0.34 means a 34% yield). (1) The reactants are [CH3:1][N:2]([CH3:42])[CH2:3][CH2:4][CH2:5][NH:6][C:7]1[CH:12]=[CH:11][C:10]([NH:13][C:14]2[N:19]=[C:18]([CH2:20][C:21]([C:23]3[CH:24]=[C:25]([N:29]([CH3:40])[C:30](=[O:39])[C:31]4[CH:36]=[C:35]([F:37])[CH:34]=[CH:33][C:32]=4[F:38])[CH:26]=[CH:27][CH:28]=3)=O)[CH:17]=[CH:16][N:15]=2)=[CH:9][C:8]=1[F:41].BrBr.[OH-].[Na+].[NH2:47][C:48]([NH2:50])=[S:49].C(=O)([O-])[O-].[Mg+2]. The catalyst is O.CC(O)=O. The product is [NH2:50][C:48]1[S:49][C:20]([C:18]2[CH:17]=[CH:16][N:15]=[C:14]([NH:13][C:10]3[CH:11]=[CH:12][C:7]([NH:6][CH2:5][CH2:4][CH2:3][N:2]([CH3:42])[CH3:1])=[C:8]([F:41])[CH:9]=3)[N:19]=2)=[C:21]([C:23]2[CH:24]=[C:25]([N:29]([CH3:40])[C:30](=[O:39])[C:31]3[CH:36]=[C:35]([F:37])[CH:34]=[CH:33][C:32]=3[F:38])[CH:26]=[CH:27][CH:28]=2)[N:47]=1. The yield is 0.0900. (2) The reactants are ClC1C=CC=CC=1C=C.[Cl:10][C:11]1[CH:20]=[CH:19][CH:18]=[C:17]2[C:12]=1C=C[CH:15]=[CH:16]2. No catalyst specified. The product is [Cl:10][C:11]1[CH:12]=[C:17]([CH:18]=[CH:19][CH:20]=1)[CH:16]=[CH2:15]. The yield is 0.790. (3) The reactants are [NH2:1][C:2]1[CH:9]=[C:8]([NH2:10])[CH:7]=[CH:6][C:3]=1[CH:4]=[O:5].C(=O)=O.CC(C)=O.[F:18][C:19]([F:36])([F:35])[C:20]1[CH:25]=[CH:24][C:23]([C:26]2[C:27]([C:32](Cl)=[O:33])=[CH:28][CH:29]=[CH:30][CH:31]=2)=[CH:22][CH:21]=1.O=[Si]=O.C(NCC)C.C. The catalyst is C1COCC1.C(Cl)Cl. The product is [NH2:1][C:2]1[CH:9]=[C:8]([NH:10][C:32]([C:27]2[C:26]([C:23]3[CH:24]=[CH:25][C:20]([C:19]([F:18])([F:35])[F:36])=[CH:21][CH:22]=3)=[CH:31][CH:30]=[CH:29][CH:28]=2)=[O:33])[CH:7]=[CH:6][C:3]=1[CH:4]=[O:5]. The yield is 0.300. (4) The yield is 0.780. The reactants are II.C([Si](C)(C)[O:8][CH2:9][C:10]1[CH:15]=[CH:14][C:13]([C:16]2([C:19]([F:22])([F:21])[F:20])[NH:18][NH:17]2)=[CH:12][CH:11]=1)(C)(C)C.C(O)(=O)CC(CC(O)=O)(C(O)=O)O.Cl.O1CCOCC1. The product is [F:22][C:19]([F:20])([F:21])[C:16]1([C:13]2[CH:12]=[CH:11][C:10]([CH2:9][OH:8])=[CH:15][CH:14]=2)[N:17]=[N:18]1. The catalyst is CO.CCN(CC)CC. (5) The reactants are [N+:1]([C:4]1[CH:12]=[C:11]([C:13]([F:16])([F:15])[F:14])[CH:10]=[CH:9][C:5]=1[C:6]([OH:8])=[O:7])([O-])=O.C(Cl)Cl.CO. The catalyst is [Pd].CO. The product is [NH2:1][C:4]1[CH:12]=[C:11]([C:13]([F:14])([F:15])[F:16])[CH:10]=[CH:9][C:5]=1[C:6]([OH:8])=[O:7]. The yield is 0.920. (6) The reactants are [NH2:1][C:2]1[NH:6][N:5]=[C:4]([CH2:7][OH:8])[N:3]=1.[CH3:9][C:10](=O)[CH2:11][C:12](=O)[CH3:13]. The catalyst is C(O)(=O)C. The product is [CH3:9][C:10]1[CH:11]=[C:12]([CH3:13])[N:6]2[N:5]=[C:4]([CH2:7][OH:8])[N:3]=[C:2]2[N:1]=1. The yield is 0.950.